From a dataset of Full USPTO retrosynthesis dataset with 1.9M reactions from patents (1976-2016). Predict the reactants needed to synthesize the given product. (1) Given the product [CH3:26][O:27][C:28]1[CH:33]=[CH:32][C:31]([C:16]2[C:15]([CH3:18])=[N:14][N:13]3[C:8]([C:5]4[CH:6]=[CH:7][C:2]([F:1])=[CH:3][CH:4]=4)=[CH:9][C:10]([N:19]4[CH2:23][CH2:22][CH2:21][C@H:20]4[CH2:24][OH:25])=[N:11][C:12]=23)=[CH:30][CH:29]=1, predict the reactants needed to synthesize it. The reactants are: [F:1][C:2]1[CH:7]=[CH:6][C:5]([C:8]2[N:13]3[N:14]=[C:15]([CH3:18])[C:16](I)=[C:12]3[N:11]=[C:10]([N:19]3[CH2:23][CH2:22][CH2:21][C@H:20]3[CH2:24][OH:25])[CH:9]=2)=[CH:4][CH:3]=1.[CH3:26][O:27][C:28]1[CH:33]=[CH:32][C:31](B(O)O)=[CH:30][CH:29]=1.C1(C)C=CC=CC=1.C([O-])(O)=O.[Na+]. (2) Given the product [F:30][C:27]([F:28])([F:29])[C:25]1[CH:24]=[C:5]([CH:4]=[C:3]([C:2]([F:1])([F:31])[F:32])[CH:26]=1)[C:6]([N:8]1[CH2:13][CH2:12][N:11]([CH2:34][C:35]#[C:36][C:37]2[CH:38]=[N:39][CH:40]=[CH:41][CH:42]=2)[CH2:10][C@H:9]1[CH2:14][C:15]1[C:23]2[C:18](=[CH:19][CH:20]=[CH:21][CH:22]=2)[NH:17][CH:16]=1)=[O:7], predict the reactants needed to synthesize it. The reactants are: [F:1][C:2]([F:32])([F:31])[C:3]1[CH:4]=[C:5]([CH:24]=[C:25]([C:27]([F:30])([F:29])[F:28])[CH:26]=1)[C:6]([N:8]1[CH2:13][CH2:12][NH:11][CH2:10][C@H:9]1[CH2:14][C:15]1[C:23]2[C:18](=[CH:19][CH:20]=[CH:21][CH:22]=2)[NH:17][CH:16]=1)=[O:7].Cl[CH2:34][C:35]#[C:36][C:37]1[CH:38]=[N:39][CH:40]=[CH:41][CH:42]=1.C(=O)([O-])[O-].[K+].[K+].O. (3) Given the product [OH:16][CH2:15][CH:13]1[CH2:14][C:8]2[C:7]3[CH:20]=[C:3]([C:1]#[N:2])[CH:4]=[CH:5][C:6]=3[S:10][C:9]=2[CH2:11][CH2:12]1, predict the reactants needed to synthesize it. The reactants are: [C:1]([C:3]1[CH:4]=[CH:5][C:6]2[S:10][C:9]3[CH2:11][CH2:12][CH:13]([C:15](OCC)=[O:16])[CH2:14][C:8]=3[C:7]=2[CH:20]=1)#[N:2].[Li+].[BH4-]. (4) The reactants are: [CH2:1]([O:8][CH:9]1[CH2:12][C:11]([CH2:35][C:36]#[N:37])([N:13]2[CH:17]=[C:16]([C:18]3[C:19]4[CH:26]=[CH:25][N:24](COCC[Si](C)(C)C)[C:20]=4[N:21]=[CH:22][N:23]=3)[CH:15]=[N:14]2)[CH2:10]1)[C:2]1[CH:7]=[CH:6][CH:5]=[CH:4][CH:3]=1.FC(F)(F)C(O)=O.C(N)CN. Given the product [CH2:1]([O:8][CH:9]1[CH2:12][C:11]([CH2:35][C:36]#[N:37])([N:13]2[CH:17]=[C:16]([C:18]3[C:19]4[CH:26]=[CH:25][NH:24][C:20]=4[N:21]=[CH:22][N:23]=3)[CH:15]=[N:14]2)[CH2:10]1)[C:2]1[CH:3]=[CH:4][CH:5]=[CH:6][CH:7]=1, predict the reactants needed to synthesize it. (5) Given the product [CH2:16]([O:23][C:24]([N:26]([CH2:47][C:48]([N:50]1[CH2:54][C@@H:53]([F:55])[CH2:52][C@H:51]1[C:56]#[N:57])=[O:49])[C:27]12[CH2:34][CH2:33][C:30]([C:35]([N:6]3[CH2:7][CH2:8][CH:3]([F:2])[CH2:4][CH2:5]3)=[O:36])([CH2:31][CH2:32]1)[CH2:29][CH2:28]2)=[O:25])[C:17]1[CH:18]=[CH:19][CH:20]=[CH:21][CH:22]=1, predict the reactants needed to synthesize it. The reactants are: Cl.[F:2][CH:3]1[CH2:8][CH2:7][NH:6][CH2:5][CH2:4]1.C(N(CC)CC)C.[CH2:16]([O:23][C:24]([N:26]([CH2:47][C:48]([N:50]1[CH2:54][C@@H:53]([F:55])[CH2:52][C@H:51]1[C:56]#[N:57])=[O:49])[C:27]12[CH2:34][CH2:33][C:30]([C:35](ON3C4C=CC=CC=4N=N3)=[O:36])([CH2:31][CH2:32]1)[CH2:29][CH2:28]2)=[O:25])[C:17]1[CH:22]=[CH:21][CH:20]=[CH:19][CH:18]=1. (6) Given the product [Cl:1][C:2]1[CH:3]=[CH:4][C:5]([N:8]2[CH:16]=[C:15]3[C:10]([CH:11]=[C:12]([S:17]([CH2:20][CH3:21])(=[O:18])=[O:19])[CH:13]=[CH:14]3)=[N:9]2)=[CH:6][CH:7]=1, predict the reactants needed to synthesize it. The reactants are: [Cl:1][C:2]1[CH:7]=[CH:6][C:5]([N:8]2[CH:16]=[C:15]3[C:10]([CH:11]=[C:12]([S:17]([CH3:20])(=[O:19])=[O:18])[CH:13]=[CH:14]3)=[N:9]2)=[CH:4][CH:3]=1.[CH3:21][Si]([N-][Si](C)(C)C)(C)C.[Li+].CI.[Cl-].[NH4+].